From a dataset of Full USPTO retrosynthesis dataset with 1.9M reactions from patents (1976-2016). Predict the reactants needed to synthesize the given product. (1) Given the product [Cl:3][C:12]1[CH:11]=[CH:10][N:9]=[C:8]([CH2:6][CH3:7])[C:13]=1[I:14], predict the reactants needed to synthesize it. The reactants are: O=P(Cl)(Cl)[Cl:3].[CH2:6]([C:8]1[C:13]([I:14])=[C:12](O)[CH:11]=[CH:10][N:9]=1)[CH3:7].CCN(CC)CC. (2) Given the product [C:1]([O:5][C:6]([N:8]1[CH2:13][CH2:12][N:11]([C:14]2[N:19]=[C:18]([C:20]3[CH:25]=[CH:24][N:23]=[C:22]([NH:40][CH:41]4[CH2:46][CH2:45][O:44][CH2:43][CH2:42]4)[CH:21]=3)[CH:17]=[C:16]([C:27](=[O:33])[NH:28][C:29]([CH3:32])([CH3:31])[CH3:30])[CH:15]=2)[CH2:10][CH2:9]1)=[O:7])([CH3:4])([CH3:3])[CH3:2], predict the reactants needed to synthesize it. The reactants are: [C:1]([O:5][C:6]([N:8]1[CH2:13][CH2:12][N:11]([C:14]2[N:19]=[C:18]([C:20]3[CH:25]=[CH:24][N:23]=[C:22](Cl)[CH:21]=3)[CH:17]=[C:16]([C:27](=[O:33])[NH:28][C:29]([CH3:32])([CH3:31])[CH3:30])[CH:15]=2)[CH2:10][CH2:9]1)=[O:7])([CH3:4])([CH3:3])[CH3:2].CC([O-])(C)C.[Na+].[NH2:40][CH:41]1[CH2:46][CH2:45][O:44][CH2:43][CH2:42]1.